The task is: Predict the product of the given reaction.. This data is from Forward reaction prediction with 1.9M reactions from USPTO patents (1976-2016). (1) Given the reactants CS(O)(=O)=O.[NH2:6][C@H:7]1[CH2:12][CH2:11][N:10]([C:13](=[O:19])[CH2:14][NH:15][C:16](=[O:18])[CH3:17])[CH2:9][C@H:8]1[C:20]1[CH:25]=[CH:24][CH:23]=[CH:22][CH:21]=1.[CH3:26][O:27][C:28]1[CH:35]=[CH:34][C:33]([N:36]2[C:40]([C:41]([F:44])([F:43])[F:42])=[N:39][N:38]=[N:37]2)=[CH:32][C:29]=1[CH:30]=O.C(N(CC)CC)C, predict the reaction product. The product is: [CH3:26][O:27][C:28]1[CH:35]=[CH:34][C:33]([N:36]2[C:40]([C:41]([F:44])([F:42])[F:43])=[N:39][N:38]=[N:37]2)=[CH:32][C:29]=1[CH2:30][NH:6][C@H:7]1[CH2:12][CH2:11][N:10]([C:13](=[O:19])[CH2:14][NH:15][C:16](=[O:18])[CH3:17])[CH2:9][C@H:8]1[C:20]1[CH:21]=[CH:22][CH:23]=[CH:24][CH:25]=1. (2) The product is: [CH3:1][C:2]1[CH:11]=[CH:10][C:9]([NH:12][S:22]([C:17]2[CH:18]=[CH:19][CH:20]=[CH:21][C:16]=2[N+:13]([O-:15])=[O:14])(=[O:23])=[O:24])=[C:8]2[C:3]=1[CH:4]=[CH:5][CH:6]=[N:7]2. Given the reactants [CH3:1][C:2]1[CH:11]=[CH:10][C:9]([NH2:12])=[C:8]2[C:3]=1[CH:4]=[CH:5][CH:6]=[N:7]2.[N+:13]([C:16]1[CH:21]=[CH:20][CH:19]=[CH:18][C:17]=1[S:22](Cl)(=[O:24])=[O:23])([O-:15])=[O:14], predict the reaction product. (3) Given the reactants [CH3:1][C:2](=[CH2:6])[CH2:3][CH2:4]Br.BrCCBr.[Mg].CC(=C)CC[Mg]Br.Br[CH2:20][C:21]([CH2:23][CH2:24][Cl:25])=[CH2:22].[Cl-].[NH4+], predict the reaction product. The product is: [CH3:1][C:2](=[CH2:6])[CH2:3][CH2:4][CH2:22][C:21](=[CH2:20])[CH2:23][CH2:24][Cl:25]. (4) Given the reactants O=[C:2]1[NH:6][C@H:5]([C:7]([O:9][C:10]([CH3:13])([CH3:12])[CH3:11])=[O:8])[CH2:4][C@H:3]1[CH2:14][CH2:15][CH2:16][C:17]1[CH:22]=[CH:21][CH:20]=[CH:19][CH:18]=1.COC1C=CC(P2(SP(C3C=CC(OC)=CC=3)(=S)S2)=[S:32])=CC=1, predict the reaction product. The product is: [C:17]1([CH2:16][CH2:15][CH2:14][CH:3]2[C:2](=[S:32])[NH:6][C@H:5]([C:7]([O:9][C:10]([CH3:13])([CH3:12])[CH3:11])=[O:8])[CH2:4]2)[CH:22]=[CH:21][CH:20]=[CH:19][CH:18]=1. (5) Given the reactants [F:1][C:2]1[CH:7]=[CH:6][CH:5]=[CH:4][C:3]=1[C:8]1[CH:13]=[CH:12][CH:11]=[CH:10][C:9]=1[C:14]([F:21])([F:20])[C:15]([O:17]CC)=[O:16].O.[OH-].[Li+].C(O)(=O)CC(CC(O)=O)(C(O)=O)O, predict the reaction product. The product is: [F:1][C:2]1[CH:7]=[CH:6][CH:5]=[CH:4][C:3]=1[C:8]1[CH:13]=[CH:12][CH:11]=[CH:10][C:9]=1[C:14]([F:20])([F:21])[C:15]([OH:17])=[O:16]. (6) Given the reactants [NH:1]1[C:9]2[C:4](=[C:5]([C:10]3[N:19]=[CH:18][C:17]4[N:16]([C:20]5[CH:28]=[CH:27][CH:26]=[C:25]6[C:21]=5[CH:22]=[CH:23][N:24]6C(OC(C)(C)C)=O)[CH2:15][C@@H:14]5[CH2:36][O:37][CH2:38][CH2:39][N:13]5[C:12]=4[N:11]=3)[CH:6]=[CH:7][CH:8]=2)[CH:3]=[CH:2]1.[F:40][C:41]([F:46])([F:45])[C:42]([OH:44])=[O:43], predict the reaction product. The product is: [C:42]([OH:44])([C:41]([F:46])([F:45])[F:40])=[O:43].[NH:1]1[C:9]2[C:4](=[C:5]([C:10]3[N:19]=[CH:18][C:17]4[N:16]([C:20]5[CH:28]=[CH:27][CH:26]=[C:25]6[C:21]=5[CH:22]=[CH:23][NH:24]6)[CH2:15][C@@H:14]5[CH2:36][O:37][CH2:38][CH2:39][N:13]5[C:12]=4[N:11]=3)[CH:6]=[CH:7][CH:8]=2)[CH:3]=[CH:2]1. (7) Given the reactants [Cl:1][S:2]([OH:5])(=O)=[O:3].[C:6]1([CH2:12][C:13]([O:15][CH2:16][CH3:17])=[O:14])[CH:11]=[CH:10][CH:9]=[CH:8][CH:7]=1, predict the reaction product. The product is: [CH2:16]([O:15][C:13](=[O:14])[CH2:12][C:6]1[CH:11]=[CH:10][C:9]([S:2]([Cl:1])(=[O:5])=[O:3])=[CH:8][CH:7]=1)[CH3:17]. (8) Given the reactants [CH:1]1([CH2:7][CH:8]([CH2:20][C:21]([N:23]2[CH2:28][CH2:27][O:26][CH2:25][CH2:24]2)=[O:22])[C:9](N2C(C(C)C)COC2=O)=[O:10])[CH2:6][CH2:5][CH2:4][CH2:3][CH2:2]1.O.[OH-].[Li+].OO.N([O-])=[O:35].[Na+], predict the reaction product. The product is: [CH:1]1([CH2:7][CH:8]([CH2:20][C:21]([N:23]2[CH2:28][CH2:27][O:26][CH2:25][CH2:24]2)=[O:22])[C:9]([OH:10])=[O:35])[CH2:2][CH2:3][CH2:4][CH2:5][CH2:6]1. (9) Given the reactants [NH2:1][C:2]1[CH:3]=[C:4]([C:26]2[CH:27]=[CH:28][C:29]([Cl:41])=[C:30]3[C:34]=2[N:33]([CH3:35])[N:32]=[C:31]3[NH:36][S:37]([CH3:40])(=[O:39])=[O:38])[C:5]([C@@H:8]([NH:18][C:19](=[O:25])[O:20][C:21]([CH3:24])([CH3:23])[CH3:22])[CH2:9][C:10]2[CH:15]=[C:14]([F:16])[CH:13]=[C:12]([F:17])[CH:11]=2)=[N:6][CH:7]=1.C1C(=O)N([Cl:49])C(=O)C1, predict the reaction product. The product is: [NH2:1][C:2]1[CH:3]=[C:4]([C:26]2[CH:27]=[CH:28][C:29]([Cl:41])=[C:30]3[C:34]=2[N:33]([CH3:35])[N:32]=[C:31]3[NH:36][S:37]([CH3:40])(=[O:38])=[O:39])[C:5]([C@@H:8]([NH:18][C:19](=[O:25])[O:20][C:21]([CH3:22])([CH3:23])[CH3:24])[CH2:9][C:10]2[CH:11]=[C:12]([F:17])[CH:13]=[C:14]([F:16])[CH:15]=2)=[N:6][C:7]=1[Cl:49]. (10) Given the reactants [F:1][C:2]1[CH:21]=[C:20]([F:22])[CH:19]=[CH:18][C:3]=1[CH2:4][NH:5][CH2:6][C:7]1[NH:8][C:9](=[O:17])[C:10]2[CH2:16][O:15][CH2:14][CH2:13][C:11]=2[N:12]=1.[F:23][C:24]1[CH:41]=[CH:40][C:27]([C:28]([CH:30]2[CH2:35][CH2:34][N:33]([CH2:36][C:37](O)=[O:38])[CH2:32][CH2:31]2)=[O:29])=[CH:26][CH:25]=1, predict the reaction product. The product is: [F:1][C:2]1[CH:21]=[C:20]([F:22])[CH:19]=[CH:18][C:3]=1[CH2:4][N:5]([CH2:6][C:7]1[NH:8][C:9](=[O:17])[C:10]2[CH2:16][O:15][CH2:14][CH2:13][C:11]=2[N:12]=1)[C:37](=[O:38])[CH2:36][N:33]1[CH2:34][CH2:35][CH:30]([C:28](=[O:29])[C:27]2[CH:26]=[CH:25][C:24]([F:23])=[CH:41][CH:40]=2)[CH2:31][CH2:32]1.